This data is from CYP2C19 inhibition data for predicting drug metabolism from PubChem BioAssay. The task is: Regression/Classification. Given a drug SMILES string, predict its absorption, distribution, metabolism, or excretion properties. Task type varies by dataset: regression for continuous measurements (e.g., permeability, clearance, half-life) or binary classification for categorical outcomes (e.g., BBB penetration, CYP inhibition). Dataset: cyp2c19_veith. (1) The molecule is CN1CCN(CCCNC(=O)C2CCN(c3nnc(-n4cccc4)s3)CC2)CC1. The result is 0 (non-inhibitor). (2) The molecule is NC(=O)Cn1c(=O)n(Cc2ccco2)c(=O)c2c3c(sc21)CCCCC3. The result is 1 (inhibitor).